From a dataset of Full USPTO retrosynthesis dataset with 1.9M reactions from patents (1976-2016). Predict the reactants needed to synthesize the given product. (1) Given the product [N+:48]([C:45]1[CH:44]=[CH:43][C:42]([O:41][C:39]([N:11]2[CH2:10][CH2:9][N:8]([C:7]3[CH:6]=[CH:5][C:4]([NH:14][C:15]([N:17]4[CH2:18][CH2:19][N:20]([C:23](=[O:31])[C:24]5[CH:29]=[CH:28][CH:27]=[C:26]([F:30])[CH:25]=5)[CH2:21][CH2:22]4)=[O:16])=[CH:3][C:2]=3[F:1])[CH2:13][CH2:12]2)=[O:40])=[CH:47][CH:46]=1)([O-:50])=[O:49], predict the reactants needed to synthesize it. The reactants are: [F:1][C:2]1[CH:3]=[C:4]([NH:14][C:15]([N:17]2[CH2:22][CH2:21][N:20]([C:23](=[O:31])[C:24]3[CH:29]=[CH:28][CH:27]=[C:26]([F:30])[CH:25]=3)[CH2:19][CH2:18]2)=[O:16])[CH:5]=[CH:6][C:7]=1[N:8]1[CH2:13][CH2:12][NH:11][CH2:10][CH2:9]1.N1C=CC=CC=1.Cl[C:39]([O:41][C:42]1[CH:47]=[CH:46][C:45]([N+:48]([O-:50])=[O:49])=[CH:44][CH:43]=1)=[O:40]. (2) Given the product [CH3:11][N:7]1[C:8]2[C:4](=[CH:3][C:2]([O:1][CH2:51][CH2:52][CH2:53][C:54]([CH3:59])([N+:56]([O-:58])=[O:57])[CH3:55])=[CH:10][CH:9]=2)[C:5]([C:12]2[N:17]=[C:16]3[C:18]([C:40]([O:42][CH3:43])=[O:41])=[CH:19][N:20]([C:21]([C:22]4[CH:27]=[CH:26][CH:25]=[CH:24][CH:23]=4)([C:28]4[CH:33]=[CH:32][CH:31]=[CH:30][CH:29]=4)[C:34]4[CH:35]=[CH:36][CH:37]=[CH:38][CH:39]=4)[C:15]3=[N:14][CH:13]=2)=[N:6]1, predict the reactants needed to synthesize it. The reactants are: [OH:1][C:2]1[CH:3]=[C:4]2[C:8](=[CH:9][CH:10]=1)[N:7]([CH3:11])[N:6]=[C:5]2[C:12]1[N:17]=[C:16]2[C:18]([C:40]([O:42][CH3:43])=[O:41])=[CH:19][N:20]([C:21]([C:34]3[CH:39]=[CH:38][CH:37]=[CH:36][CH:35]=3)([C:28]3[CH:33]=[CH:32][CH:31]=[CH:30][CH:29]=3)[C:22]3[CH:27]=[CH:26][CH:25]=[CH:24][CH:23]=3)[C:15]2=[N:14][CH:13]=1.C([O-])([O-])=O.[K+].[K+].Cl[CH2:51][CH2:52][CH2:53][C:54]([CH3:59])([N+:56]([O-:58])=[O:57])[CH3:55].O.